The task is: Predict which catalyst facilitates the given reaction.. This data is from Catalyst prediction with 721,799 reactions and 888 catalyst types from USPTO. (1) Reactant: C(N(CC)CC)C.[CH:8]([C:10]1[C:18]2[C:13](=[CH:14][CH:15]=[CH:16][CH:17]=2)[N:12](C(OC(C)(C)C)=O)[CH:11]=1)=[O:9].[CH3:26][O:27][C:28]1[CH:29]=[C:30]([CH:39]=[CH:40][CH:41]=1)[N:31]=[CH:32][C:33]1[O:37][N:36]=[C:35]([CH3:38])[CH:34]=1. Product: [NH:12]1[C:13]2[C:18](=[CH:17][CH:16]=[CH:15][CH:14]=2)[C:10]([C:8](=[O:9])[CH:32]([NH:31][C:30]2[CH:39]=[CH:40][CH:41]=[C:28]([O:27][CH3:26])[CH:29]=2)[C:33]2[O:37][N:36]=[C:35]([CH3:38])[CH:34]=2)=[CH:11]1. The catalyst class is: 433. (2) Reactant: [CH:1]([C:3]12[CH2:10][C:7]([NH:11][C:12](=[O:18])[O:13][C:14]([CH3:17])([CH3:16])[CH3:15])([CH2:8][CH2:9]1)[CH2:6][CH2:5][CH2:4]2)=O.[C:19]([O-])([O-])=O.[K+].[K+].[N+](=C(P(=O)(OC)OC)C(=O)C)=[N-].C([O-])(O)=O.[Na+]. Product: [C:1]([C:3]12[CH2:10][C:7]([NH:11][C:12](=[O:18])[O:13][C:14]([CH3:17])([CH3:16])[CH3:15])([CH2:8][CH2:9]1)[CH2:6][CH2:5][CH2:4]2)#[CH:19]. The catalyst class is: 125. (3) Reactant: [F:1][C:2]1[CH:10]=[C:9]2[C:5]([C:6]([C:18]3[CH:19]=[CH:20][C:21]4[S:25](=[O:27])(=[O:26])[N:24]([CH2:28][CH:29]([OH:34])[C:30]([NH:32][CH3:33])=[O:31])[CH:23]([CH3:35])[C:22]=4[CH:36]=3)=[CH:7][N:8]2C(OC(C)(C)C)=O)=[CH:4][CH:3]=1.FC(F)(F)C(O)=O. Product: [F:1][C:2]1[CH:10]=[C:9]2[C:5]([C:6]([C:18]3[CH:19]=[CH:20][C:21]4[S:25](=[O:27])(=[O:26])[N:24]([CH2:28][CH:29]([OH:34])[C:30]([NH:32][CH3:33])=[O:31])[CH:23]([CH3:35])[C:22]=4[CH:36]=3)=[CH:7][NH:8]2)=[CH:4][CH:3]=1. The catalyst class is: 4.